This data is from Reaction yield outcomes from USPTO patents with 853,638 reactions. The task is: Predict the reaction yield, written as a fraction of the theoretical maximum amount of product (1.0 means a 100% yield; for example, 0.34 means a 34% yield). (1) The product is [CH:18]1([C:16]([NH:15][C:13]2[N:14]=[C:9]3[CH:8]=[CH:7][C:6]([O:5][C:4]4[CH:3]=[C:2]([NH:1][C:31]([C:26]5[CH:27]=[CH:28][CH:29]=[CH:30][N:25]=5)=[O:32])[CH:23]=[CH:22][CH:21]=4)=[N:11][N:10]3[CH:12]=2)=[O:17])[CH2:20][CH2:19]1. The reactants are [NH2:1][C:2]1[CH:3]=[C:4]([CH:21]=[CH:22][CH:23]=1)[O:5][C:6]1[CH:7]=[CH:8][C:9]2[N:10]([CH:12]=[C:13]([NH:15][C:16]([CH:18]3[CH2:20][CH2:19]3)=[O:17])[N:14]=2)[N:11]=1.Cl.[N:25]1[CH:30]=[CH:29][CH:28]=[CH:27][C:26]=1[C:31](Cl)=[O:32].C(=O)([O-])O.[Na+]. The catalyst is CN1CCCC1=O. The yield is 0.630. (2) The reactants are [Si]([O:8][CH:9]([C:22]1[O:23][C:24]([C:27]2[O:31][C:30]([C:32]([O:34][CH3:35])=[O:33])=[CH:29][CH:28]=2)=[CH:25][N:26]=1)[CH2:10][CH2:11][CH2:12][CH2:13][CH2:14][CH2:15][C:16]1[CH:21]=[CH:20][CH:19]=[CH:18][CH:17]=1)(C(C)(C)C)(C)C.[Si](OC(C1OC([Sn](CCCC)(CCCC)CCCC)=CN=1)CCCCCCC1C=CC=CC=1)(C(C)(C)C)(C)C.BrC1OC(C(OC)=O)=CC=1. No catalyst specified. The product is [C:16]1([CH2:15][CH2:14][CH2:13][CH2:12][CH2:11][CH2:10][C:9]([C:22]2[O:23][C:24]([C:27]3[O:31][C:30]([C:32]([O:34][CH3:35])=[O:33])=[CH:29][CH:28]=3)=[CH:25][N:26]=2)=[O:8])[CH:17]=[CH:18][CH:19]=[CH:20][CH:21]=1. The yield is 0.990.